Dataset: Experimentally validated miRNA-target interactions with 360,000+ pairs, plus equal number of negative samples. Task: Binary Classification. Given a miRNA mature sequence and a target amino acid sequence, predict their likelihood of interaction. The miRNA is hsa-miR-30d-3p with sequence CUUUCAGUCAGAUGUUUGCUGC. The protein sequence of the target gene is MLTMSVTLSPLRSQGPDPMATDASPMAINMTPTVEQEEGEGEEAVKAIDAEQQYGKPPPLHTAADWKIVLHLPEIETWLRMTSERVRDLTYSVQQDADSKHVDVHLVQLKDICEDISDHVEQIHALLETEFSLKLLSYSVNVIVDIHAVQLLWHQLRVSVLVLRERILQGLQDANGNYTRQTDILQAFSEETTEGRLDSLTEVDDSGQLTIKCSQDYLSLDCGITAFELSDYSPSEDLLGGLGDMTTSQAKTKSFDSWSYSEMEKEFPELIRSVGLLTVATEPVPSSCGEANEDSSQASL.... Result: 0 (no interaction).